The task is: Predict the reaction yield, written as a fraction of the theoretical maximum amount of product (1.0 means a 100% yield; for example, 0.34 means a 34% yield).. This data is from Reaction yield outcomes from USPTO patents with 853,638 reactions. (1) The reactants are Cl[C:2]1[CH:7]=[C:6]([NH2:8])[CH:5]=[CH:4][N:3]=1.[CH3:9][N:10](C=O)C. The catalyst is [C-]#N.[C-]#N.[Zn+2].C1C=CC([P]([Pd]([P](C2C=CC=CC=2)(C2C=CC=CC=2)C2C=CC=CC=2)([P](C2C=CC=CC=2)(C2C=CC=CC=2)C2C=CC=CC=2)[P](C2C=CC=CC=2)(C2C=CC=CC=2)C2C=CC=CC=2)(C2C=CC=CC=2)C2C=CC=CC=2)=CC=1. The product is [NH2:8][C:6]1[CH:5]=[CH:4][N:3]=[C:2]([C:9]#[N:10])[CH:7]=1. The yield is 0.200. (2) The reactants are Cl[C:2]1[CH:7]=[C:6]([Cl:8])[N:5]=[N:4][C:3]=1[C:9]([O:11][CH3:12])=[O:10].[C:13]([C:17]1[N:22]=[C:21]([NH2:23])[CH:20]=[CH:19][CH:18]=1)([CH3:16])([CH3:15])[CH3:14]. The catalyst is C(#N)C. The product is [C:13]([C:17]1[N:22]=[C:21]([NH:23][C:2]2[CH:7]=[C:6]([Cl:8])[N:5]=[N:4][C:3]=2[C:9]([O:11][CH3:12])=[O:10])[CH:20]=[CH:19][CH:18]=1)([CH3:16])([CH3:14])[CH3:15]. The yield is 0.350. (3) The reactants are [NH2:1][CH2:2][CH:3]([C:6]1[CH:11]=[CH:10][C:9]([NH:12][C:13]([C:15]2[N:16]([CH2:22][O:23][CH2:24][CH2:25][Si:26]([CH3:29])([CH3:28])[CH3:27])[CH:17]=[C:18]([C:20]#[N:21])[N:19]=2)=[O:14])=[C:8]([C:30]2[CH2:35][CH2:34][CH2:33][CH2:32][CH:31]=2)[CH:7]=1)[CH2:4][NH2:5].CS[C:38](SC)=[N:39][C:40]#[N:41]. The catalyst is C(Cl)Cl. The product is [C:40]([N:39]=[C:38]1[NH:1][CH2:2][CH:3]([C:6]2[CH:11]=[CH:10][C:9]([NH:12][C:13]([C:15]3[N:16]([CH2:22][O:23][CH2:24][CH2:25][Si:26]([CH3:29])([CH3:27])[CH3:28])[CH:17]=[C:18]([C:20]#[N:21])[N:19]=3)=[O:14])=[C:8]([C:30]3[CH2:35][CH2:34][CH2:33][CH2:32][CH:31]=3)[CH:7]=2)[CH2:4][NH:5]1)#[N:41]. The yield is 0.620.